From a dataset of Full USPTO retrosynthesis dataset with 1.9M reactions from patents (1976-2016). Predict the reactants needed to synthesize the given product. (1) Given the product [I:16][C:10]1[C:9]([O:14][CH3:15])=[C:8]([O:7][CH3:6])[CH:13]=[CH:12][CH:11]=1, predict the reactants needed to synthesize it. The reactants are: C([Li])CCC.[CH3:6][O:7][C:8]1[CH:13]=[CH:12][CH:11]=[CH:10][C:9]=1[O:14][CH3:15].[I:16]I.[Cl-].[NH4+]. (2) Given the product [CH3:1][CH2:2][N:3]([CH2:6][CH2:7][NH:8][C:9]([C:11]1[C:15]([CH3:16])=[C:14](/[CH:17]=[C:18]2/[C:19]3[CH:24]=[C:23]([F:25])[CH:22]=[CH:21][C:20]=3[NH:26][C:27]/2=[O:28])[NH:13][C:12]=1[CH3:29])=[O:10])[CH2:4][CH3:5].[C:30]([O-:42])(=[O:41])[CH2:31][C:32]([CH2:37][C:38]([O-:40])=[O:39])([C:34]([O-:36])=[O:35])[OH:33], predict the reactants needed to synthesize it. The reactants are: [CH3:1][CH2:2][N:3]([CH2:6][CH2:7][NH:8][C:9]([C:11]1[C:15]([CH3:16])=[C:14](/[CH:17]=[C:18]2/[C:19]3[CH:24]=[C:23]([F:25])[CH:22]=[CH:21][C:20]=3[NH:26][C:27]/2=[O:28])[NH:13][C:12]=1[CH3:29])=[O:10])[CH2:4][CH3:5].[C:30]([OH:42])(=[O:41])[CH2:31][C:32]([CH2:37][C:38]([OH:40])=[O:39])([C:34]([OH:36])=[O:35])[OH:33]. (3) Given the product [NH2:26][C:14]1[CH:13]=[C:12]([C@@H:10]([OH:11])[CH2:9][N:8]([CH2:1][C:2]2[CH:3]=[CH:4][CH:5]=[CH:6][CH:7]=2)[CH:29]2[CH2:30][C:31]3[C:36](=[CH:35][C:34]([CH2:38][CH3:39])=[C:33]([CH2:40][CH3:41])[CH:32]=3)[CH2:37]2)[CH:17]=[CH:16][C:15]=1[O:18][CH2:19][C:20]1[CH:21]=[CH:22][CH:23]=[CH:24][CH:25]=1, predict the reactants needed to synthesize it. The reactants are: [CH2:1]([N:8]([CH:29]1[CH2:37][C:36]2[C:31](=[CH:32][C:33]([CH2:40][CH3:41])=[C:34]([CH2:38][CH3:39])[CH:35]=2)[CH2:30]1)[CH2:9][C@@H:10]([C:12]1[CH:17]=[CH:16][C:15]([O:18][CH2:19][C:20]2[CH:25]=[CH:24][CH:23]=[CH:22][CH:21]=2)=[C:14]([N+:26]([O-])=O)[CH:13]=1)[OH:11])[C:2]1[CH:7]=[CH:6][CH:5]=[CH:4][CH:3]=1. (4) Given the product [F:1][CH2:2][CH2:3][N:4]([C@H:12]1[CH2:16][CH2:15][N:14]([C@H:17]([C:22]2[CH:27]=[CH:26][C:25]3[N:24]([C:46]([C:43]4[CH:42]=[CH:41][C:40]5[C:45](=[C:36]([O:35][CH3:34])[CH:37]=[CH:38][CH:39]=5)[N:44]=4)=[N:29][N:28]=3)[CH:23]=2)[C:18]([F:21])([F:19])[F:20])[CH2:13]1)[C:5](=[O:11])[O:6][C:7]([CH3:10])([CH3:9])[CH3:8], predict the reactants needed to synthesize it. The reactants are: [F:1][CH2:2][CH2:3][N:4]([C@H:12]1[CH2:16][CH2:15][N:14]([C@H:17]([C:22]2[CH:23]=[N:24][C:25]([NH:28][NH2:29])=[CH:26][CH:27]=2)[C:18]([F:21])([F:20])[F:19])[CH2:13]1)[C:5](=[O:11])[O:6][C:7]([CH3:10])([CH3:9])[CH3:8].C(=O)([O-])N.[CH3:34][O:35][C:36]1[CH:37]=[CH:38][CH:39]=[C:40]2[C:45]=1[N:44]=[C:43]([CH:46]=O)[CH:42]=[CH:41]2. (5) Given the product [C:14]([O:18][C:19]([N:21]1[CH2:22][CH2:23][CH:24]([O:27][C:28]2[CH:33]=[CH:32][C:31]([N:10]3[C:11]4[C:7](=[CH:6][C:5]([S:2]([CH3:1])(=[O:4])=[O:3])=[CH:13][CH:12]=4)[CH:8]=[CH:9]3)=[CH:30][CH:29]=2)[CH2:25][CH2:26]1)=[O:20])([CH3:17])([CH3:15])[CH3:16], predict the reactants needed to synthesize it. The reactants are: [CH3:1][S:2]([C:5]1[CH:6]=[C:7]2[C:11](=[CH:12][CH:13]=1)[NH:10][CH:9]=[CH:8]2)(=[O:4])=[O:3].[C:14]([O:18][C:19]([N:21]1[CH2:26][CH2:25][CH:24]([O:27][C:28]2[CH:33]=[CH:32][C:31](Br)=[CH:30][CH:29]=2)[CH2:23][CH2:22]1)=[O:20])([CH3:17])([CH3:16])[CH3:15].